This data is from Catalyst prediction with 721,799 reactions and 888 catalyst types from USPTO. The task is: Predict which catalyst facilitates the given reaction. (1) Reactant: [Cl:1][C:2]1[C:6]([C:7]([F:10])([F:9])[F:8])=[N:5][N:4]([CH3:11])[C:3]=1[C:12]1[CH:13]=[C:14]([NH2:20])[CH:15]=[CH:16][C:17]=1[O:18][CH3:19].[F:21][C:22]1[CH:27]=[CH:26][C:25]([N:28]=[C:29]=[O:30])=[CH:24][CH:23]=1. Product: [Cl:1][C:2]1[C:6]([C:7]([F:10])([F:8])[F:9])=[N:5][N:4]([CH3:11])[C:3]=1[C:12]1[CH:13]=[C:14]([NH:20][C:29]([NH:28][C:25]2[CH:26]=[CH:27][C:22]([F:21])=[CH:23][CH:24]=2)=[O:30])[CH:15]=[CH:16][C:17]=1[O:18][CH3:19]. The catalyst class is: 2. (2) Product: [Br:1][C:2]1[CH:7]=[CH:6][C:5]([CH:8]([OH:16])[CH2:9][C:10]2[CH:15]=[CH:14][CH:13]=[CH:12][N:11]=2)=[CH:4][CH:3]=1. The catalyst class is: 8. Reactant: [Br:1][C:2]1[CH:7]=[CH:6][C:5]([C:8](=[O:16])[CH2:9][C:10]2[CH:15]=[CH:14][CH:13]=[CH:12][N:11]=2)=[CH:4][CH:3]=1.[BH4-].[Na+]. (3) Reactant: C(OC([N:8]1[CH2:13][CH2:12][CH:11]([O:14][C:15]2[CH:16]=[N:17][C:18]([Cl:21])=[CH:19][CH:20]=2)[CH2:10][CH2:9]1)=O)(C)(C)C.C(O)(C(F)(F)F)=O. Product: [Cl:21][C:18]1[CH:19]=[CH:20][C:15]([O:14][CH:11]2[CH2:12][CH2:13][NH:8][CH2:9][CH2:10]2)=[CH:16][N:17]=1. The catalyst class is: 2.